From a dataset of Full USPTO retrosynthesis dataset with 1.9M reactions from patents (1976-2016). Predict the reactants needed to synthesize the given product. (1) Given the product [Br:3][C:4]1[C:12]2[S:11](=[O:14])(=[O:13])[N:10]([CH3:15])[CH2:9][C:8]=2[CH:7]=[CH:6][CH:5]=1, predict the reactants needed to synthesize it. The reactants are: [H-].[Na+].[Br:3][C:4]1[C:12]2[S:11](=[O:14])(=[O:13])[N:10]([CH2:15]CN(CC)CC)[CH2:9][C:8]=2[CH:7]=[CH:6][CH:5]=1.CI. (2) Given the product [F:44][C:2]1([F:1])[CH2:7][C@H:6]([O:8][C:9]2[CH:14]=[C:13]([F:15])[C:12]([S:16]([NH:19][C:20]3[CH:25]=[CH:24][N:23]=[CH:22][N:21]=3)(=[O:17])=[O:18])=[C:11]([F:37])[CH:10]=2)[C@@H:5]([C:38]2[N:42]([CH3:43])[N:41]=[CH:40][CH:39]=2)[CH2:4][CH2:3]1, predict the reactants needed to synthesize it. The reactants are: [F:1][C:2]1([F:44])[CH2:7][C@H:6]([O:8][C:9]2[CH:14]=[C:13]([F:15])[C:12]([S:16]([N:19](CC3C=CC(OC)=CC=3OC)[C:20]3[CH:25]=[CH:24][N:23]=[CH:22][N:21]=3)(=[O:18])=[O:17])=[C:11]([F:37])[CH:10]=2)[C@@H:5]([C:38]2[N:42]([CH3:43])[N:41]=[CH:40][CH:39]=2)[CH2:4][CH2:3]1.C([SiH](CC)CC)C.FC(F)(F)C(O)=O. (3) Given the product [C:1]([CH:3]([C:20]1[CH:25]=[CH:24][CH:23]=[CH:22][C:21]=1[O:26][CH3:27])[NH:4][C:5](=[O:19])[C@H:6]([CH2:15][CH:16]([CH3:18])[CH3:17])[NH:7][C:8]1[CH:13]=[CH:12][N:11]=[C:10]([N:28]2[CH2:33][CH2:32][O:31][CH2:30][CH2:29]2)[N:9]=1)#[N:2], predict the reactants needed to synthesize it. The reactants are: [C:1]([CH:3]([C:20]1[CH:25]=[CH:24][CH:23]=[CH:22][C:21]=1[O:26][CH3:27])[NH:4][C:5](=[O:19])[C@H:6]([CH2:15][CH:16]([CH3:18])[CH3:17])[NH:7][C:8]1[CH:13]=[CH:12][N:11]=[C:10](F)[N:9]=1)#[N:2].[NH:28]1[CH2:33][CH2:32][O:31][CH2:30][CH2:29]1.C(N(CC)C(C)C)(C)C.C(OCC)(=O)C.CCCC(C)C. (4) Given the product [CH2:26]([N:23]1[CH2:22][CH2:21][CH:20]([CH2:19][CH2:18][C:15]2[C:14]3[CH:33]=[CH:34][C:11](/[CH:10]=[CH:9]\[C:6]4[CH:5]=[CH:4][C:3]([C:1]#[N:2])=[CH:8][CH:7]=4)=[C:12]([CH2:35][N:36]([CH3:37])[CH3:38])[C:13]=3[O:17][N:16]=2)[CH2:25][CH2:24]1)[C:40]1[CH:45]=[CH:44][CH:43]=[CH:42][CH:41]=1, predict the reactants needed to synthesize it. The reactants are: [C:1]([C:3]1[CH:8]=[CH:7][C:6](/[CH:9]=[CH:10]\[C:11]2[CH:34]=[CH:33][C:14]3[C:15]([CH2:18][CH2:19][CH:20]4[CH2:25][CH2:24][N:23]([C:26](OC(C)(C)C)=O)[CH2:22][CH2:21]4)=[N:16][O:17][C:13]=3[C:12]=2[CH2:35][N:36]([CH3:38])[CH3:37])=[CH:5][CH:4]=1)#[N:2].Cl.[C:40]1(C)[CH:45]=[CH:44][CH:43]=[CH:42][CH:41]=1.